The task is: Predict the reaction yield, written as a fraction of the theoretical maximum amount of product (1.0 means a 100% yield; for example, 0.34 means a 34% yield).. This data is from Reaction yield outcomes from USPTO patents with 853,638 reactions. (1) The yield is 0.870. The reactants are FC(F)(F)S(O[C:7]1[C:8]2[S:23][CH2:22][CH2:21][CH2:20][C:9]=2[N:10]=[C:11]([C:13]2[CH:18]=[CH:17][CH:16]=[C:15]([Cl:19])[CH:14]=2)[N:12]=1)(=O)=O.[NH2:26][C:27]1[CH:32]=[CH:31][C:30]([CH2:33][CH2:34][OH:35])=[CH:29][CH:28]=1. No catalyst specified. The product is [Cl:19][C:15]1[CH:14]=[C:13]([C:11]2[N:12]=[C:7]([NH:26][C:27]3[CH:32]=[CH:31][C:30]([CH2:33][CH2:34][OH:35])=[CH:29][CH:28]=3)[C:8]3[S:23][CH2:22][CH2:21][CH2:20][C:9]=3[N:10]=2)[CH:18]=[CH:17][CH:16]=1. (2) The reactants are [H-].[Na+].[C:3]([O:9][C:10]([CH3:13])(C)C)(=[O:8])[CH2:4][C:5]([CH3:7])=[O:6].Cl.Cl[CH2:16][C:17]1[CH:22]=[CH:21][N:20]=[CH:19][CH:18]=1.C(=O)([O-])O.[Na+]. The catalyst is CN(C)C=O. The product is [C:5]([CH:4]([CH2:16][C:17]1[CH:22]=[CH:21][N:20]=[CH:19][CH:18]=1)[C:3]([O:9][CH2:10][CH3:13])=[O:8])(=[O:6])[CH3:7]. The yield is 0.180. (3) The reactants are [CH3:1][O:2][C:3]([C:5]1([NH:11][C:12]([C:14]2[CH:19]=[CH:18][C:17]([CH2:20]Cl)=[CH:16][CH:15]=2)=[O:13])[CH2:10][CH2:9][CH2:8][CH2:7][CH2:6]1)=[O:4].[CH3:22][NH:23][CH3:24]. No catalyst specified. The product is [CH3:1][O:2][C:3]([C:5]1([NH:11][C:12]([C:14]2[CH:19]=[CH:18][C:17]([CH2:20][N:23]([CH3:24])[CH3:22])=[CH:16][CH:15]=2)=[O:13])[CH2:10][CH2:9][CH2:8][CH2:7][CH2:6]1)=[O:4]. The yield is 0.500.